Dataset: NCI-60 drug combinations with 297,098 pairs across 59 cell lines. Task: Regression. Given two drug SMILES strings and cell line genomic features, predict the synergy score measuring deviation from expected non-interaction effect. Drug 1: C1CC(C1)(C(=O)O)C(=O)O.[NH2-].[NH2-].[Pt+2]. Drug 2: C(CCl)NC(=O)N(CCCl)N=O. Cell line: OVCAR3. Synergy scores: CSS=10.9, Synergy_ZIP=-3.31, Synergy_Bliss=1.26, Synergy_Loewe=-6.15, Synergy_HSA=-6.80.